From a dataset of Reaction yield outcomes from USPTO patents with 853,638 reactions. Predict the reaction yield, written as a fraction of the theoretical maximum amount of product (1.0 means a 100% yield; for example, 0.34 means a 34% yield). The reactants are [OH:1][CH2:2][CH2:3][CH2:4][CH2:5][CH2:6][O:7][C:8]1[CH:13]=[CH:12][N+:11]([O-])=[C:10]([CH3:15])[C:9]=1[CH3:16].[C:17]([O:20]C(=O)C)(=[O:19])[CH3:18]. No catalyst specified. The product is [OH:1][CH2:2][CH2:3][CH2:4][CH2:5][CH2:6][O:7][C:8]1[CH:13]=[CH:12][N:11]=[C:10]([CH2:15][O:20][C:17](=[O:19])[CH3:18])[C:9]=1[CH3:16]. The yield is 0.392.